Dataset: Peptide-MHC class I binding affinity with 185,985 pairs from IEDB/IMGT. Task: Regression. Given a peptide amino acid sequence and an MHC pseudo amino acid sequence, predict their binding affinity value. This is MHC class I binding data. (1) The peptide sequence is CPAEIVDTV. The MHC is HLA-B35:01 with pseudo-sequence HLA-B35:01. The binding affinity (normalized) is 0.512. (2) The peptide sequence is RYPLTFGW. The MHC is HLA-A01:01 with pseudo-sequence HLA-A01:01. The binding affinity (normalized) is 0. (3) The peptide sequence is GEGSGARLL. The MHC is HLA-B07:02 with pseudo-sequence HLA-B07:02. The binding affinity (normalized) is 0.0847.